This data is from B-cell epitopes from IEDB database with 3,159 antigens for binding position prediction. The task is: Token-level Classification. Given an antigen amino acid sequence, predict which amino acid positions are active epitope sites capable of antibody binding. Output is a list of indices for active positions. Given the antigen sequence: MKWGLCKAFLTKLANFLWMLSRSSWCPLLISLYFWPFCLASPSHVGWWSFASDWFAPRYSVRALPFTLSNYRRSYEAFLSQCQVDIPTWGTKHPLGVLWHHKVSTLIDEMVSRRMYRIMEKAGQAAWKQVVSEATLSRISSLDVVAHFQHLAAIEAETCKYLASRLPMLHNLRMTGSNVTIVYNSTLNQVFAVFPTPGSRPKLHDFQQWLIAVHSSIFSSVAASCTLFVVLWLRVPMLRTVFGFRWLGAIFLSNSR, which amino acid positions are active epitope sites? The epitope positions are: [39, 40, 41, 42, 43, 44, 45, 46, 47, 48, 49, 50]. The amino acids at these positions are: ASPSHVGWWSFA.